Dataset: TCR-epitope binding with 47,182 pairs between 192 epitopes and 23,139 TCRs. Task: Binary Classification. Given a T-cell receptor sequence (or CDR3 region) and an epitope sequence, predict whether binding occurs between them. (1) Result: 0 (the TCR does not bind to the epitope). The TCR CDR3 sequence is CASSDRTGGGETQYF. The epitope is KRWIIMGLNK. (2) The epitope is YIFFASFYY. The TCR CDR3 sequence is CSVVDRGENTGELFF. Result: 1 (the TCR binds to the epitope).